This data is from Full USPTO retrosynthesis dataset with 1.9M reactions from patents (1976-2016). The task is: Predict the reactants needed to synthesize the given product. (1) The reactants are: [Li+].[CH3:2]C([N-]C(C)C)C.[CH2:9]([C@H:16]1[CH2:20][O:19][C:18](=[O:21])[N:17]1[C:22](=[O:27])[CH2:23][CH2:24][CH2:25]Br)[C:10]1[CH:15]=[CH:14][CH:13]=[CH:12][CH:11]=1.[N:28]([C:37]([O:39][C:40]([CH3:43])([CH3:42])[CH3:41])=[O:38])=[N:29][C:30]([O:32][C:33]([CH3:36])([CH3:35])[CH3:34])=[O:31]. Given the product [C:40]([O:39][C:37]([N:28]1[CH2:2][CH2:25][CH2:24][C@@H:23]([C:22]([N:17]2[C@@H:16]([CH2:9][C:10]3[CH:15]=[CH:14][CH:13]=[CH:12][CH:11]=3)[CH2:20][O:19][C:18]2=[O:21])=[O:27])[N:29]1[C:30]([O:32][C:33]([CH3:34])([CH3:35])[CH3:36])=[O:31])=[O:38])([CH3:43])([CH3:42])[CH3:41], predict the reactants needed to synthesize it. (2) Given the product [CH2:1]([S:6]([C:7]1[N:12]=[C:11]([C:13]2[S:14][C:15]3[CH:23]=[CH:22][CH:21]=[CH:20][C:16]=3[C:17](=[O:19])[N:18]=2)[CH:10]=[CH:9][CH:8]=1)=[O:32])[CH2:2][CH2:3][CH2:4][CH3:5], predict the reactants needed to synthesize it. The reactants are: [CH2:1]([S:6][C:7]1[N:12]=[C:11]([C:13]2[S:14][C:15]3[CH:23]=[CH:22][CH:21]=[CH:20][C:16]=3[C:17](=[O:19])[N:18]=2)[CH:10]=[CH:9][CH:8]=1)[CH2:2][CH2:3][CH2:4][CH3:5].ClC1C=CC=C(C(OO)=[O:32])C=1.